The task is: Predict the reactants needed to synthesize the given product.. This data is from Full USPTO retrosynthesis dataset with 1.9M reactions from patents (1976-2016). Given the product [C:14]([C:11]1[CH:12]=[CH:13][C:8]([CH2:7][CH2:6][NH:25][CH2:24][CH2:23][NH:22][C:21](=[O:26])[O:20][C:16]([CH3:18])([CH3:17])[CH3:19])=[N:9][CH:10]=1)#[N:15], predict the reactants needed to synthesize it. The reactants are: CS(O[CH2:6][CH2:7][C:8]1[CH:13]=[CH:12][C:11]([C:14]#[N:15])=[CH:10][N:9]=1)(=O)=O.[C:16]([O:20][C:21](=[O:26])[NH:22][CH2:23][CH2:24][NH2:25])([CH3:19])([CH3:18])[CH3:17].C([O-])([O-])=O.[K+].[K+].